Dataset: Reaction yield outcomes from USPTO patents with 853,638 reactions. Task: Predict the reaction yield, written as a fraction of the theoretical maximum amount of product (1.0 means a 100% yield; for example, 0.34 means a 34% yield). The reactants are [Cl:1][C:2]1[C:3]([C:10]2[N:14]=[C:13]([C:15]3[N:16]=[C:17]4[C:22]([Cl:23])=[CH:21][C:20]([C:24]([F:27])([F:26])[F:25])=[CH:19][N:18]4[CH:28]=3)[O:12][N:11]=2)=[CH:4][C:5]([F:9])=[C:6]([OH:8])[CH:7]=1.C([O-])([O-])=O.[K+].[K+].Br[CH:36](C)[C:37](OCC)=[O:38]. The catalyst is CN(C=O)C. The product is [Cl:1][C:2]1[C:3]([C:10]2[N:14]=[C:13]([C:15]3[N:16]=[C:17]4[C:22]([Cl:23])=[CH:21][C:20]([C:24]([F:26])([F:25])[F:27])=[CH:19][N:18]4[CH:28]=3)[O:12][N:11]=2)=[CH:4][C:5]([F:9])=[C:6]([CH:7]=1)[O:8][CH2:36][CH2:37][OH:38]. The yield is 0.750.